This data is from Forward reaction prediction with 1.9M reactions from USPTO patents (1976-2016). The task is: Predict the product of the given reaction. (1) Given the reactants [CH2:1]([N:8]1[CH2:13][CH:12]=[C:11]([CH2:14][OH:15])[CH2:10][CH2:9]1)[C:2]1[CH:7]=[CH:6][CH:5]=[CH:4][CH:3]=1.[H-].[Na+].F[C:19]1[C:24]([I:25])=[CH:23][CH:22]=[CH:21][N:20]=1.C(=O)(O)[O-].[Na+], predict the reaction product. The product is: [CH2:1]([N:8]1[CH2:9][CH:10]=[C:11]([CH2:14][O:15][C:19]2[C:24]([I:25])=[CH:23][CH:22]=[CH:21][N:20]=2)[CH2:12][CH2:13]1)[C:2]1[CH:7]=[CH:6][CH:5]=[CH:4][CH:3]=1. (2) Given the reactants [CH3:1][S:2]([C:5]1[CH:10]=[CH:9][C:8]([N+:11]([O-])=O)=[C:7]([C:14]([F:17])([F:16])[F:15])[CH:6]=1)(=[O:4])=[O:3].FC(F)(F)C1C=C([N+]([O-])=O)C=CC=1, predict the reaction product. The product is: [CH3:1][S:2]([C:5]1[CH:10]=[CH:9][C:8]([NH2:11])=[C:7]([C:14]([F:15])([F:16])[F:17])[CH:6]=1)(=[O:4])=[O:3]. (3) Given the reactants [NH2:1][C:2]1[N:10]=[CH:9][N:8]=[C:7]2[C:3]=1[N:4]=[CH:5][N:6]2[C@H:11]1[C@@H:15]2[O:16]C(C)(C)[O:18][C@@H:14]2[C@@H:13]([CH2:21][N:22]([CH2:41][CH3:42])[C:23](=[O:40])[CH2:24][CH2:25][NH:26][C:27]([NH:29][C:30]2[CH:35]=[CH:34][C:33]([C:36]([CH3:39])([CH3:38])[CH3:37])=[CH:32][CH:31]=2)=[O:28])[O:12]1, predict the reaction product. The product is: [NH2:1][C:2]1[N:10]=[CH:9][N:8]=[C:7]2[C:3]=1[N:4]=[CH:5][N:6]2[C@@H:11]1[O:12][C@H:13]([CH2:21][N:22]([CH2:41][CH3:42])[C:23](=[O:40])[CH2:24][CH2:25][NH:26][C:27]([NH:29][C:30]2[CH:35]=[CH:34][C:33]([C:36]([CH3:38])([CH3:37])[CH3:39])=[CH:32][CH:31]=2)=[O:28])[C@@H:14]([OH:18])[C@H:15]1[OH:16]. (4) Given the reactants [Br:1][C:2]1[CH:9]=[CH:8][C:5]([CH:6]=[O:7])=[C:4]([F:10])[CH:3]=1.O.[C:12]1(C)C=CC(S(O)(=O)=O)=CC=1.[C:23](=[O:26])([O-])[O-].[Na+].[Na+], predict the reaction product. The product is: [Br:1][C:2]1[CH:9]=[CH:8][C:5]([CH:6]([O:26][CH3:23])[O:7][CH3:12])=[C:4]([F:10])[CH:3]=1. (5) Given the reactants [CH3:1][C:2]1[CH:7]=[CH:6][C:5]([C:8]2[C:17]3[C:12](=[CH:13][CH:14]=[C:15](Br)[CH:16]=3)[C:11]([CH3:20])([CH3:19])[CH2:10][CH:9]=2)=[CH:4][CH:3]=1.C([Li])(C)(C)C.[C:26](=[O:28])=[O:27], predict the reaction product. The product is: [CH3:19][C:11]1([CH3:20])[CH2:10][CH:9]=[C:8]([C:5]2[CH:4]=[CH:3][C:2]([CH3:1])=[CH:7][CH:6]=2)[C:17]2[CH:16]=[C:15]([C:26]([OH:28])=[O:27])[CH:14]=[CH:13][C:12]1=2. (6) Given the reactants Cl[C:2]1[N:7]=[C:6]([C:8]([NH:10][C:11]2[CH:19]=[C:18]([C:20]3[CH:28]=[CH:27][CH:26]=[C:25]4[C:21]=3[CH:22]=[CH:23][NH:24]4)[CH:17]=[C:16]3[C:12]=2[CH:13]=[N:14][NH:15]3)=[O:9])[CH:5]=[CH:4][CH:3]=1.[NH:29]1[CH2:33][CH2:32][CH2:31][CH2:30]1.CCN(C(C)C)C(C)C, predict the reaction product. The product is: [NH:24]1[C:25]2[C:21](=[C:20]([C:18]3[CH:17]=[C:16]4[C:12]([CH:13]=[N:14][NH:15]4)=[C:11]([NH:10][C:8]([C:6]4[CH:5]=[CH:4][CH:3]=[C:2]([N:29]5[CH2:33][CH2:32][CH2:31][CH2:30]5)[N:7]=4)=[O:9])[CH:19]=3)[CH:28]=[CH:27][CH:26]=2)[CH:22]=[CH:23]1. (7) Given the reactants [Br:1][C:2]1[S:6][C:5]([CH:7]=[N:8][OH:9])=[CH:4][CH:3]=1.[CH2:10]([OH:13])[CH:11]=[CH2:12], predict the reaction product. The product is: [Br:1][C:2]1[S:6][C:5]([C:7]2[CH2:12][CH:11]([CH2:10][OH:13])[O:9][N:8]=2)=[CH:4][CH:3]=1.